From a dataset of M1 muscarinic receptor antagonist screen with 61,756 compounds. Binary Classification. Given a drug SMILES string, predict its activity (active/inactive) in a high-throughput screening assay against a specified biological target. (1) The molecule is s1c(C(N2CCC(CC2)C(OCC)=O)c2sccc2)c(O)n2nc(nc12)C. The result is 0 (inactive). (2) The result is 0 (inactive). The drug is o1nc(c2CCCCCc12)C(=O)N1CCOCC1. (3) The molecule is Clc1ccc(S(=O)(=O)N2CCN(CC2)CC(=O)Nc2ccc(OC)cc2)cc1. The result is 0 (inactive). (4) The drug is O1C(CN(C(C(=O)NC2CCCC2)c2c(cccc2)C)C(=O)CCC(=O)Nc2noc(c2)C)CCC1. The result is 0 (inactive). (5) The molecule is S(c1nc2c(c(cc(c2)C)C)cc1C#N)CC(=O)NCc1occc1. The result is 0 (inactive). (6) The molecule is S(=O)(=O)(NCc1occc1)c1c(OCC)cc(n2nnnc2)c(OCC)c1. The result is 0 (inactive).